From a dataset of Forward reaction prediction with 1.9M reactions from USPTO patents (1976-2016). Predict the product of the given reaction. (1) Given the reactants [NH2:1][CH2:2][C:3]([NH:5][CH:6]1[CH2:9][N:8]([CH:10]2[CH2:15][CH2:14][C:13]([OH:24])([C:16]3[CH:17]=[N:18][C:19]([O:22][CH3:23])=[CH:20][CH:21]=3)[CH2:12][CH2:11]2)[CH2:7]1)=[O:4].[C:25]([C:27]1[CH:28]=[C:29]([CH:33]=[CH:34][CH:35]=1)[C:30](O)=[O:31])#[N:26].CCN=C=NCCCN(C)C, predict the reaction product. The product is: [C:25]([C:27]1[CH:28]=[C:29]([CH:33]=[CH:34][CH:35]=1)[C:30]([NH:1][CH2:2][C:3](=[O:4])[NH:5][CH:6]1[CH2:9][N:8]([CH:10]2[CH2:15][CH2:14][C:13]([OH:24])([C:16]3[CH:17]=[N:18][C:19]([O:22][CH3:23])=[CH:20][CH:21]=3)[CH2:12][CH2:11]2)[CH2:7]1)=[O:31])#[N:26]. (2) Given the reactants [CH2:1]([N:3]([CH2:6][C:7]1[CH:12]=[CH:11][C:10]([NH2:13])=[CH:9][C:8]=1[C:14]([F:17])([F:16])[F:15])[CH2:4][CH3:5])[CH3:2].[Cl:18][C:19]1[CH:24]=[C:23]([O:25][C:26]2[CH:31]=[CH:30][C:29]([N:32]=[C:33]=[O:34])=[CH:28][CH:27]=2)[N:22]=[CH:21][N:20]=1, predict the reaction product. The product is: [Cl:18][C:19]1[N:20]=[CH:21][N:22]=[C:23]([O:25][C:26]2[CH:27]=[CH:28][C:29]([NH:32][C:33]([NH:13][C:10]3[CH:11]=[CH:12][C:7]([CH2:6][N:3]([CH2:4][CH3:5])[CH2:1][CH3:2])=[C:8]([C:14]([F:15])([F:16])[F:17])[CH:9]=3)=[O:34])=[CH:30][CH:31]=2)[CH:24]=1. (3) Given the reactants [F:1][C:2]1[CH:3]=[CH:4][C:5]2[N:6]([C:8]([N:11]3[CH2:16][CH2:15][CH2:14][C@H:13]([OH:17])[CH2:12]3)=[N:9][N:10]=2)[CH:7]=1.CCN(CC)CC.[CH:25]([Si:28](OS(C(F)(F)F)(=O)=O)([CH:32]([CH3:34])[CH3:33])[CH:29]([CH3:31])[CH3:30])([CH3:27])[CH3:26], predict the reaction product. The product is: [F:1][C:2]1[CH:3]=[CH:4][C:5]2[N:6]([C:8]([N:11]3[CH2:16][CH2:15][CH2:14][C@H:13]([O:17][Si:28]([CH:32]([CH3:34])[CH3:33])([CH:29]([CH3:31])[CH3:30])[CH:25]([CH3:27])[CH3:26])[CH2:12]3)=[N:9][N:10]=2)[CH:7]=1. (4) Given the reactants C(C1(COC2C(C3CC3)=CC(C(O)=O)=C(F)C=2)C2CC3CC(CC1C3)C2)#N.[C:28]12([CH2:38][O:39][C:40]3[C:48]([CH:49]4[CH2:52][CH2:51][CH2:50]4)=[CH:47][C:43]([C:44]([OH:46])=O)=[C:42]([F:53])[CH:41]=3)[CH2:37][CH:32]3[CH2:33][CH:34]([CH2:36][CH:30]([CH2:31]3)[CH2:29]1)[CH2:35]2.CS(N)(=O)=O.[N:59]1([S:63]([NH2:66])(=[O:65])=[O:64])[CH2:62][CH2:61][CH2:60]1, predict the reaction product. The product is: [C:28]12([CH2:38][O:39][C:40]3[C:48]([CH:49]4[CH2:50][CH2:51][CH2:52]4)=[CH:47][C:43]([C:44]([NH:66][S:63]([N:59]4[CH2:62][CH2:61][CH2:60]4)(=[O:65])=[O:64])=[O:46])=[C:42]([F:53])[CH:41]=3)[CH2:29][CH:30]3[CH2:36][CH:34]([CH2:33][CH:32]([CH2:31]3)[CH2:37]1)[CH2:35]2. (5) The product is: [CH2:8]([O:12][C:13]1[N:21]=[C:20]2[C:16]([N:17]=[C:18]([O:22][CH3:23])[N:19]2[CH2:32][CH2:33][CH2:34][CH2:35][CH2:36][Cl:37])=[C:15]([NH2:24])[N:14]=1)[CH2:9][CH2:10][CH3:11]. Given the reactants FC(F)(F)C(O)=O.[CH2:8]([O:12][C:13]1[N:21]=[C:20]2[C:16]([N:17]=[C:18]([O:22][CH3:23])[NH:19]2)=[C:15]([NH2:24])[N:14]=1)[CH2:9][CH2:10][CH3:11].C(=O)([O-])[O-].[K+].[K+].Br[CH2:32][CH2:33][CH2:34][CH2:35][CH2:36][Cl:37], predict the reaction product. (6) Given the reactants [CH:1]1([N:4]2[CH2:12][C:11]3[C:6](=[CH:7][CH:8]=[C:9]([CH:13]4[CH2:17][CH2:16][C@:15]([C:21]5[CH:26]=[CH:25][CH:24]=[C:23]([F:27])[C:22]=5[CH3:28])([C:18]([OH:20])=O)[CH2:14]4)[CH:10]=3)[C:5]2=[O:29])[CH2:3][CH2:2]1.CCN(CC)CC.CN(C(F)=[N+](C)C)C.F[P-](F)(F)(F)(F)F.[NH2:52][OH:53].Cl, predict the reaction product. The product is: [CH:1]1([N:4]2[CH2:12][C:11]3[C:6](=[CH:7][CH:8]=[C:9]([C@@H:13]4[CH2:17][CH2:16][C@:15]([C:21]5[CH:26]=[CH:25][CH:24]=[C:23]([F:27])[C:22]=5[CH3:28])([C:18]([NH:52][OH:53])=[O:20])[CH2:14]4)[CH:10]=3)[C:5]2=[O:29])[CH2:3][CH2:2]1. (7) Given the reactants [F:1][C:2]1[CH:7]=[C:6]([C:8]([F:11])([F:10])[F:9])[CH:5]=[CH:4][C:3]=1[CH:12]=[CH:13][C:14]1[O:15][CH:16]=[C:17]([CH2:19][OH:20])[N:18]=1.CC(C)([O-])C.[Na+].Cl[C:28]1[N:29]=[N:30][C:31]([CH2:34][CH2:35][CH2:36][CH2:37][N:38]2[CH:42]=[CH:41][N:40]=[N:39]2)=[CH:32][CH:33]=1.C(OCC)(=O)C, predict the reaction product. The product is: [F:1][C:2]1[CH:7]=[C:6]([C:8]([F:9])([F:10])[F:11])[CH:5]=[CH:4][C:3]=1[CH:12]=[CH:13][C:14]1[O:15][CH:16]=[C:17]([CH2:19][O:20][C:28]2[N:29]=[N:30][C:31]([CH2:34][CH2:35][CH2:36][CH2:37][N:38]3[CH:42]=[CH:41][N:40]=[N:39]3)=[CH:32][CH:33]=2)[N:18]=1. (8) Given the reactants C(OC(=O)[C:5]([NH:16][C:17](=[O:19])[CH3:18])([C:11]([CH:13]1[CH2:15][CH2:14]1)=O)[C:6]([O:8][CH2:9][CH3:10])=[O:7])C.O, predict the reaction product. The product is: [CH2:9]([O:8][C:6]([C:5]1[N:16]=[C:17]([CH3:18])[O:19][C:11]=1[CH:13]1[CH2:14][CH2:15]1)=[O:7])[CH3:10]. (9) Given the reactants [N:1]1([C:25]([O:27][C:28]([CH3:31])([CH3:30])[CH3:29])=[O:26])[CH2:6][CH2:5][N:4](C(OCC2C=CC=CC=2)=O)[CH2:3][CH:2]1[C:17]([O:19][CH:20]1[CH2:24][CH2:23][CH2:22][CH2:21]1)=[O:18], predict the reaction product. The product is: [N:1]1([C:25]([O:27][C:28]([CH3:31])([CH3:30])[CH3:29])=[O:26])[CH2:6][CH2:5][NH:4][CH2:3][CH:2]1[C:17]([O:19][CH:20]1[CH2:24][CH2:23][CH2:22][CH2:21]1)=[O:18].